From a dataset of Peptide-MHC class I binding affinity with 185,985 pairs from IEDB/IMGT. Regression. Given a peptide amino acid sequence and an MHC pseudo amino acid sequence, predict their binding affinity value. This is MHC class I binding data. (1) The MHC is HLA-A29:02 with pseudo-sequence HLA-A29:02. The binding affinity (normalized) is 0.525. The peptide sequence is SVIGTFVAEF. (2) The MHC is HLA-B18:01 with pseudo-sequence HLA-B18:01. The peptide sequence is SEILKTLGF. The binding affinity (normalized) is 0.401. (3) The peptide sequence is TQTSTWFGF. The MHC is Mamu-B52 with pseudo-sequence Mamu-B52. The binding affinity (normalized) is 0.475. (4) The peptide sequence is EMKEAFHGL. The MHC is HLA-A29:02 with pseudo-sequence HLA-A29:02. The binding affinity (normalized) is 0.0847. (5) The peptide sequence is GVNDTEAHA. The MHC is HLA-A02:01 with pseudo-sequence HLA-A02:01. The binding affinity (normalized) is 0.0847. (6) The peptide sequence is FAHDDRYLY. The MHC is HLA-A26:01 with pseudo-sequence HLA-A26:01. The binding affinity (normalized) is 0.630.